This data is from Reaction yield outcomes from USPTO patents with 853,638 reactions. The task is: Predict the reaction yield, written as a fraction of the theoretical maximum amount of product (1.0 means a 100% yield; for example, 0.34 means a 34% yield). The reactants are [NH:1]1[C:9]2[C:4](=[CH:5][C:6]([O:10][C:11]3[C:20]4[C:15](=[CH:16][C:17]([O:23][CH2:24][C@@H:25]5[CH2:27][O:26]5)=[C:18]([O:21][CH3:22])[CH:19]=4)[N:14]=[CH:13][N:12]=3)=[CH:7][CH:8]=2)[CH:3]=[CH:2]1.[NH:28]1[CH2:33][CH2:32][CH2:31][CH2:30][CH2:29]1. No catalyst specified. The product is [OH:26][C@@H:25]([CH2:27][N:28]1[CH2:33][CH2:32][CH2:31][CH2:30][CH2:29]1)[CH2:24][O:23][C:17]1[CH:16]=[C:15]2[C:20]([C:11]([O:10][C:6]3[CH:5]=[C:4]4[C:9](=[CH:8][CH:7]=3)[NH:1][CH:2]=[CH:3]4)=[N:12][CH:13]=[N:14]2)=[CH:19][C:18]=1[O:21][CH3:22]. The yield is 0.730.